From a dataset of Forward reaction prediction with 1.9M reactions from USPTO patents (1976-2016). Predict the product of the given reaction. (1) Given the reactants [CH3:1][C@@:2]1([OH:44])[C@@H:30]([CH2:31][O:32][C:33](=[O:41])[CH2:34][O:35]C2CCCO2)[O:29][C@@H:5]([O:6][C:7]2[CH:12]=[C:11]([CH2:13][O:14]C3CCCO3)[CH:10]=[CH:9][C:8]=2[CH2:20][C:21]2[CH:26]=[CH:25][C:24]([CH2:27][CH3:28])=[CH:23][CH:22]=2)[C@H:4]([OH:42])[C@H:3]1[OH:43].CC1C=CC(S(O)(=O)=O)=CC=1.C(Cl)Cl, predict the reaction product. The product is: [CH3:1][C@@:2]1([OH:44])[C@@H:30]([CH2:31][O:32][C:33](=[O:41])[CH2:34][OH:35])[O:29][C@@H:5]([O:6][C:7]2[CH:12]=[C:11]([CH2:13][OH:14])[CH:10]=[CH:9][C:8]=2[CH2:20][C:21]2[CH:22]=[CH:23][C:24]([CH2:27][CH3:28])=[CH:25][CH:26]=2)[C@H:4]([OH:42])[C@H:3]1[OH:43]. (2) Given the reactants [CH3:1][O:2][C:3]1[CH:8]=[C:7]([O:9][CH3:10])[CH:6]=[C:5]([O:11][CH3:12])[C:4]=1[CH2:13][NH2:14].Cl[S:16]([C:19]1[CH:28]=[CH:27][C:22]([C:23]([O:25]C)=[O:24])=[CH:21][CH:20]=1)(=[O:18])=[O:17].[CH2:29](Br)[C:30]1[CH:35]=[CH:34][CH:33]=[CH:32][CH:31]=1, predict the reaction product. The product is: [CH2:29]([N:14]([CH2:13][C:4]1[C:5]([O:11][CH3:12])=[CH:6][C:7]([O:9][CH3:10])=[CH:8][C:3]=1[O:2][CH3:1])[S:16]([C:19]1[CH:28]=[CH:27][C:22]([C:23]([OH:25])=[O:24])=[CH:21][CH:20]=1)(=[O:18])=[O:17])[C:30]1[CH:35]=[CH:34][CH:33]=[CH:32][CH:31]=1. (3) Given the reactants [OH:1][C:2]1[C:6]([CH3:15])([CH2:7][CH2:8][CH2:9][CH2:10][CH2:11][CH2:12][CH2:13][CH3:14])[S:5][C:4](=[O:16])[CH:3]=1.C(N(CC)CC)C.[CH3:24][Si:25](Cl)([CH3:27])[CH3:26], predict the reaction product. The product is: [CH3:15][C:6]1([CH2:7][CH2:8][CH2:9][CH2:10][CH2:11][CH2:12][CH2:13][CH3:14])[S:5][C:4](=[O:16])[CH:3]=[C:2]1[O:1][Si:25]([CH3:27])([CH3:26])[CH3:24]. (4) Given the reactants F[S:2]([C:5]([C:8]([C:11]([C:14]([O:17][CH2:18][C:19]1[CH:24]=[CH:23][CH:22]=[CH:21][CH:20]=1)([F:16])[F:15])([F:13])[F:12])([F:10])[F:9])([F:7])[F:6])(=[O:4])=[O:3].[OH-:25].[Li+:26].[OH-].C(=O)=O, predict the reaction product. The product is: [S:2]([C:5]([C:8]([C:11]([C:14]([O:17][CH2:18][C:19]1[CH:24]=[CH:23][CH:22]=[CH:21][CH:20]=1)([F:16])[F:15])([F:13])[F:12])([F:10])[F:9])([F:7])[F:6])([O:25][Li:26])(=[O:4])=[O:3]. (5) Given the reactants [Cl:1][C:2]1[CH:11]=[C:10]2[C:5]([CH2:6][CH2:7][C:8](=[O:13])[N:9]2[CH3:12])=[CH:4][C:3]=1B1OC(C)(C)C(C)(C)O1.Br[C:24]1[CH:25]=[C:26]([CH2:30][NH:31][S:32]([CH2:35][CH3:36])(=[O:34])=[O:33])[CH:27]=[N:28][CH:29]=1.C(=O)([O-])[O-].[Na+].[Na+], predict the reaction product. The product is: [Cl:1][C:2]1[CH:11]=[C:10]2[C:5]([CH2:6][CH2:7][C:8](=[O:13])[N:9]2[CH3:12])=[CH:4][C:3]=1[C:24]1[CH:25]=[C:26]([CH2:30][NH:31][S:32]([CH2:35][CH3:36])(=[O:33])=[O:34])[CH:27]=[N:28][CH:29]=1. (6) Given the reactants CC1C=C(N2CCN(CCOC3C=CC=CC=3)C2=O)SC=1C(O)=O.[F:25][C:26]1[CH:47]=[CH:46][C:29]([CH2:30][N:31]2[CH2:35][CH2:34][N:33]([C:36]3[S:40][C:39]([C:41]([OH:43])=O)=[C:38]([CH3:44])[CH:37]=3)[C:32]2=[O:45])=[CH:28][CH:27]=1.[S:48]1[C:52]2[CH:53]=[CH:54][CH:55]=[CH:56][C:51]=2[N:50]=[C:49]1[CH2:57][NH2:58], predict the reaction product. The product is: [S:48]1[C:52]2[CH:53]=[CH:54][CH:55]=[CH:56][C:51]=2[N:50]=[C:49]1[CH2:57][NH:58][C:41]([C:39]1[S:40][C:36]([N:33]2[CH2:34][CH2:35][N:31]([CH2:30][C:29]3[CH:28]=[CH:27][C:26]([F:25])=[CH:47][CH:46]=3)[C:32]2=[O:45])=[CH:37][C:38]=1[CH3:44])=[O:43]. (7) Given the reactants [Cl:1][C:2]1[N:3]=[C:4]([N:13]2[CH2:18][CH2:17][O:16][CH2:15][CH2:14]2)[C:5]2[CH:10]=[C:9]([CH:11]=O)[S:8][C:6]=2[N:7]=1.[CH2:19]([N:26]([CH3:33])[CH:27]1[CH2:32][CH2:31][NH:30][CH2:29][CH2:28]1)[C:20]1[CH:25]=[CH:24][CH:23]=[CH:22][CH:21]=1, predict the reaction product. The product is: [CH2:19]([N:26]([CH:27]1[CH2:28][CH2:29][N:30]([CH2:11][C:9]2[S:8][C:6]3[N:7]=[C:2]([Cl:1])[N:3]=[C:4]([N:13]4[CH2:18][CH2:17][O:16][CH2:15][CH2:14]4)[C:5]=3[CH:10]=2)[CH2:31][CH2:32]1)[CH3:33])[C:20]1[CH:21]=[CH:22][CH:23]=[CH:24][CH:25]=1.